Dataset: Full USPTO retrosynthesis dataset with 1.9M reactions from patents (1976-2016). Task: Predict the reactants needed to synthesize the given product. (1) Given the product [CH3:16][C:17]1[CH:22]=[CH:21][C:20]([S:23]([O:7][CH2:6][CH:4]2[CH2:5][C:2]([F:8])([F:1])[CH2:3]2)(=[O:25])=[O:24])=[CH:19][CH:18]=1, predict the reactants needed to synthesize it. The reactants are: [F:1][C:2]1([F:8])[CH2:5][CH:4]([CH2:6][OH:7])[CH2:3]1.C(N(CC)CC)C.[CH3:16][C:17]1[CH:22]=[CH:21][C:20]([S:23](Cl)(=[O:25])=[O:24])=[CH:19][CH:18]=1. (2) Given the product [OH:3][NH:2][C:20]([C:16]1[CH:17]=[C:18]2[C:13](=[CH:14][CH:15]=1)[NH:12][C:11]([CH2:10][OH:9])=[CH:19]2)=[NH:21], predict the reactants needed to synthesize it. The reactants are: Cl.[NH2:2][OH:3].C(=O)(O)[O-].[Na+].[OH:9][CH2:10][C:11]1[NH:12][C:13]2[C:18]([CH:19]=1)=[CH:17][C:16]([C:20]#[N:21])=[CH:15][CH:14]=2. (3) Given the product [F:20][C:2]([F:1])([F:19])[C:3]1[CH:4]=[CH:5][C:6]([C@@H:9]2[C:18]3[C:13](=[CH:14][CH:15]=[CH:16][CH:17]=3)[CH2:12][CH2:11][N:10]2[C:31]([O:33][C:34]2[CH:35]=[CH:36][C:37]([N+:40]([O-:42])=[O:41])=[CH:38][CH:39]=2)=[O:32])=[CH:7][CH:8]=1, predict the reactants needed to synthesize it. The reactants are: [F:1][C:2]([F:20])([F:19])[C:3]1[CH:8]=[CH:7][C:6]([C@@H:9]2[C:18]3[C:13](=[CH:14][CH:15]=[CH:16][CH:17]=3)[CH2:12][CH2:11][NH:10]2)=[CH:5][CH:4]=1.CCN(C(C)C)C(C)C.Cl[C:31]([O:33][C:34]1[CH:39]=[CH:38][C:37]([N+:40]([O-:42])=[O:41])=[CH:36][CH:35]=1)=[O:32].O. (4) Given the product [Cl:14][C:7]1[CH:8]=[N:9][C:10]2[C:5]([C:6]=1[OH:13])=[N:4][C:3]([O:2][CH3:1])=[CH:12][CH:11]=2, predict the reactants needed to synthesize it. The reactants are: [CH3:1][O:2][C:3]1[N:4]=[C:5]2[C:10](=[CH:11][CH:12]=1)[N:9]=[CH:8][CH:7]=[C:6]2[OH:13].[Cl:14]N1C(=O)CCC1=O. (5) Given the product [C:1]([O:5][C:6]([N:8]1[CH2:13][CH2:12][CH:11]([C:14]2[CH:19]=[CH:18][CH:17]=[CH:16][C:15]=2[CH2:20][OH:21])[CH2:10][CH2:9]1)=[O:7])([CH3:4])([CH3:2])[CH3:3], predict the reactants needed to synthesize it. The reactants are: [C:1]([O:5][C:6]([N:8]1[CH2:13][CH2:12][CH:11]([C:14]2[CH:19]=[CH:18][CH:17]=[CH:16][C:15]=2[C:20](O)=[O:21])[CH2:10][CH2:9]1)=[O:7])([CH3:4])([CH3:3])[CH3:2].C1COCC1. (6) Given the product [C:2]1([NH:1][C:20]2[C:15]([C:12]3[CH:11]=[CH:10][CH:9]=[CH:14][CH:13]=3)=[CH:16][CH:17]=[CH:18][CH:19]=2)[CH:7]=[CH:6][CH:5]=[CH:4][CH:3]=1, predict the reactants needed to synthesize it. The reactants are: [NH2:1][C:2]1[CH:7]=[CH:6][CH:5]=[CH:4][CH:3]=1.Br[C:9]1[CH:14]=[CH:13][C:12]([C:15]2[CH:20]=[CH:19][CH:18]=[CH:17][CH:16]=2)=[CH:11][CH:10]=1.